From a dataset of Full USPTO retrosynthesis dataset with 1.9M reactions from patents (1976-2016). Predict the reactants needed to synthesize the given product. (1) Given the product [NH2:10][CH:8]([C:5]1[CH:6]=[CH:7][C:2]([F:1])=[C:3]([NH:12][S:13]([CH3:16])(=[O:15])=[O:14])[CH:4]=1)[CH3:9], predict the reactants needed to synthesize it. The reactants are: [F:1][C:2]1[CH:7]=[CH:6][C:5](/[C:8](=[N:10]\O)/[CH3:9])=[CH:4][C:3]=1[NH:12][S:13]([CH3:16])(=[O:15])=[O:14].[H][H].CO. (2) Given the product [C:3]([O:7][C:8]([N:10]1[CH2:14][C@H:13]([OH:15])[CH2:12][C@H:11]1[CH2:23][O:24][CH3:25])=[O:9])([CH3:6])([CH3:5])[CH3:4], predict the reactants needed to synthesize it. The reactants are: N.[Li].[C:3]([O:7][C:8]([N:10]1[CH2:14][C@H:13]([O:15]CC2C=CC=CC=2)[CH2:12][C@H:11]1[CH2:23][O:24][CH3:25])=[O:9])([CH3:6])([CH3:5])[CH3:4].C(O)(C)(C)C. (3) Given the product [CH3:1][O:2][C:3]([C:5]1[C:6](=[O:17])[S:7][C:8]2[C:13]([C:14]=1[OH:15])=[CH:12][CH:11]=[C:10]([C:20]1[CH:19]=[CH:18][C:27]3[C:22](=[CH:23][CH:24]=[CH:25][CH:26]=3)[CH:21]=1)[CH:9]=2)=[O:4], predict the reactants needed to synthesize it. The reactants are: [CH3:1][O:2][C:3]([C:5]1[C:6](=[O:17])[S:7][C:8]2[C:13]([C:14]=1[OH:15])=[CH:12][CH:11]=[C:10](Br)[CH:9]=2)=[O:4].[CH:18]1[C:27]2[C:22](=[CH:23][CH:24]=[CH:25][CH:26]=2)[CH:21]=[CH:20][C:19]=1B(O)O.C([O-])([O-])=O.[Na+].[Na+]. (4) Given the product [F:17][C:18]([F:31])([F:32])[C:19]1[CH:20]=[C:21]([CH:24]=[C:25]([C:27]([F:30])([F:28])[F:29])[CH:26]=1)[CH2:22][N:11]1[C:10]2[C:5](=[CH:6][CH:7]=[C:8]([C:13]([F:16])([F:15])[F:14])[CH:9]=2)[NH:4][CH:3]([CH2:1][CH3:2])[CH2:12]1, predict the reactants needed to synthesize it. The reactants are: [CH2:1]([CH:3]1[CH2:12][NH:11][C:10]2[C:5](=[CH:6][CH:7]=[C:8]([C:13]([F:16])([F:15])[F:14])[CH:9]=2)[NH:4]1)[CH3:2].[F:17][C:18]([F:32])([F:31])[C:19]1[CH:20]=[C:21]([CH:24]=[C:25]([C:27]([F:30])([F:29])[F:28])[CH:26]=1)[CH:22]=O.C(O)(=O)C. (5) Given the product [CH2:1]([N:3]1[N:7]=[C:6]2[CH:8]=[CH:9][C:10]([CH2:12][OH:13])=[CH:11][C:5]2=[N:4]1)[CH3:2], predict the reactants needed to synthesize it. The reactants are: [CH2:1]([N:3]1[N:7]=[C:6]2[CH:8]=[CH:9][C:10]([C:12](OCC)=[O:13])=[CH:11][C:5]2=[N:4]1)[CH3:2].CC(C[AlH]CC(C)C)C. (6) Given the product [CH3:17][N:11]1[CH2:10][C:9]2[C:13](=[CH:14][CH:15]=[C:7]([C:5]3[S:6][C:2]([C:24]4[CH:23]=[C:22]([N+:25]([O-:27])=[O:26])[CH:21]=[CH:20][C:19]=4[CH3:18])=[CH:3][CH:4]=3)[CH:8]=2)[C:12]1=[O:16], predict the reactants needed to synthesize it. The reactants are: I[C:2]1[S:6][C:5]([C:7]2[CH:8]=[C:9]3[C:13](=[CH:14][CH:15]=2)[C:12](=[O:16])[N:11]([CH3:17])[CH2:10]3)=[CH:4][CH:3]=1.[CH3:18][C:19]1[CH:24]=[CH:23][C:22]([N+:25]([O-:27])=[O:26])=[CH:21][C:20]=1B(O)O. (7) Given the product [CH3:3][C:4]1([CH2:8][O:9][C:13]2[N:12]=[C:11]([NH2:10])[CH:16]=[CH:15][N:14]=2)[CH2:7][O:6][CH2:5]1, predict the reactants needed to synthesize it. The reactants are: [H-].[Na+].[CH3:3][C:4]1([CH2:8][OH:9])[CH2:7][O:6][CH2:5]1.[NH2:10][C:11]1[CH:16]=[CH:15][N:14]=[C:13](Cl)[N:12]=1.